The task is: Predict the reaction yield, written as a fraction of the theoretical maximum amount of product (1.0 means a 100% yield; for example, 0.34 means a 34% yield).. This data is from Reaction yield outcomes from USPTO patents with 853,638 reactions. (1) The reactants are [C:1]([C:5]1[CH:10]=[C:9](Cl)[N:8]=[CH:7][N:6]=1)([CH3:4])([CH3:3])[CH3:2].[CH3:12][C:13]1[CH:14]=[C:15](B(O)O)[CH:16]=[C:17]([CH3:19])[CH:18]=1.C(=O)([O-])[O-].[Na+].[Na+].O. The yield is 0.960. The product is [C:1]([C:5]1[CH:10]=[C:9]([C:15]2[CH:16]=[C:17]([CH3:19])[CH:18]=[C:13]([CH3:12])[CH:14]=2)[N:8]=[CH:7][N:6]=1)([CH3:4])([CH3:3])[CH3:2]. The catalyst is Cl[Pd](Cl)([P](C1C=CC=CC=1)(C1C=CC=CC=1)C1C=CC=CC=1)[P](C1C=CC=CC=1)(C1C=CC=CC=1)C1C=CC=CC=1.CN(C=O)C. (2) The reactants are C(OC([N:8]1[C:21]2[CH:20]=[CH:19][CH:18]=[C:17]([C:22]3[O:23][C:24]([N:29]4[CH2:34][CH2:33][O:32][CH2:31][CH2:30]4)=[CH:25][C:26](=[O:28])[CH:27]=3)[C:16]=2[S:15][C:14]2[C:9]1=[CH:10][CH:11]=[CH:12][CH:13]=2)=O)(C)(C)C.FC(F)(F)C(O)=O.C([O-])(O)=O.[Na+]. The catalyst is C(Cl)Cl. The product is [N:29]1([C:24]2[O:23][C:22]([C:17]3[C:16]4[S:15][C:14]5[C:9](=[CH:10][CH:11]=[CH:12][CH:13]=5)[NH:8][C:21]=4[CH:20]=[CH:19][CH:18]=3)=[CH:27][C:26](=[O:28])[CH:25]=2)[CH2:34][CH2:33][O:32][CH2:31][CH2:30]1. The yield is 0.837. (3) The reactants are O.[SH-].[Na+].[CH3:4][C:5]1([CH3:15])[O:9][N:8]=[C:7]([S:10]([CH2:13][CH3:14])(=O)=O)[CH2:6]1.C(=O)([O-])[O-].[K+].[K+].C(S([O-])=O)O.[Na+].BrCC1[C:31]([CH:37]([F:39])[F:38])=[N:32][N:33]([CH3:36])[C:34]=1[Cl:35]. The catalyst is CN(C)C=O.O. The product is [Cl:35][C:34]1[N:33]([CH3:36])[N:32]=[C:31]([CH:37]([F:39])[F:38])[C:14]=1[CH2:13][S:10][C:7]1[CH2:6][C:5]([CH3:15])([CH3:4])[O:9][N:8]=1. The yield is 0.680. (4) The reactants are [NH:1]1[C:9]2[C:4](=[CH:5][CH:6]=[CH:7][CH:8]=2)[C:3](=[O:10])[C:2]1=[O:11].[H-].[Na+].[CH2:14](Cl)[C:15]1[CH:20]=[CH:19][CH:18]=[CH:17][CH:16]=1. The catalyst is CN(C)C=O. The product is [CH2:14]([N:1]1[C:9]2[C:4](=[CH:5][CH:6]=[CH:7][CH:8]=2)[C:3](=[O:10])[C:2]1=[O:11])[C:15]1[CH:20]=[CH:19][CH:18]=[CH:17][CH:16]=1. The yield is 0.590. (5) The reactants are [Cl:1][C:2]1[CH:10]=[CH:9][CH:8]=[C:7]2[C:3]=1[CH:4]=[N:5][NH:6]2.[O:11]1[CH:16]=[CH:15][CH2:14][CH2:13][CH2:12]1. The catalyst is C1(C)C=CC(S([O-])(=O)=O)=CC=1.[NH+]1C=CC=CC=1.C(Cl)Cl. The product is [Cl:1][C:2]1[CH:10]=[CH:9][CH:8]=[C:7]2[C:3]=1[CH:4]=[N:5][N:6]2[CH:12]1[CH2:13][CH2:14][CH2:15][CH2:16][O:11]1. The yield is 0.950.